From a dataset of Forward reaction prediction with 1.9M reactions from USPTO patents (1976-2016). Predict the product of the given reaction. (1) Given the reactants [F:1][C:2]1[CH:3]=[C:4]([N:8]2[C@@:12]3([CH2:17][CH2:16][N:15]([CH2:18][C:19]4[CH:24]=[CH:23][CH:22]=[C:21](I)[CH:20]=4)[C@@H:14]([CH3:26])[CH2:13]3)[C:11]([NH:27][CH3:28])=[N:10][C:9]2=[O:29])[CH:5]=[CH:6][CH:7]=1.[C:30]1([CH3:39])[CH:35]=[CH:34][CH:33]=[CH:32][C:31]=1B(O)O.C([O-])([O-])=O.[K+].[K+].[ClH:46], predict the reaction product. The product is: [Cl-:46].[Cl-:46].[F:1][C:2]1[CH:3]=[C:4]([N:8]2[C@@:12]3([CH2:17][CH2:16][NH+:15]([CH2:18][C:19]4[CH:20]=[C:21]([C:31]5[CH:32]=[CH:33][CH:34]=[CH:35][C:30]=5[CH3:39])[CH:22]=[CH:23][CH:24]=4)[C@@H:14]([CH3:26])[CH2:13]3)[C:11]([NH2+:27][CH3:28])=[N:10][C:9]2=[O:29])[CH:5]=[CH:6][CH:7]=1. (2) Given the reactants [NH2:1][C:2]1[CH:7]=[CH:6][C:5]([CH:8]([C:16]2[CH:21]=[CH:20][C:19]([NH2:22])=[CH:18][CH:17]=2)[C:9]2[CH:14]=[CH:13][C:12]([NH2:15])=[CH:11][CH:10]=2)=[CH:4][CH:3]=1.[CH:23]([OH:25])=O.Cl.C(N=C=NCCCN(C)C)C.[C:38](OCC)(=[O:40])C.[CH3:44][OH:45], predict the reaction product. The product is: [CH:38]([NH:1][C:2]1[CH:7]=[CH:6][C:5]([CH:8]([C:9]2[CH:14]=[CH:13][C:12]([NH:15][CH:23]=[O:25])=[CH:11][CH:10]=2)[C:16]2[CH:21]=[CH:20][C:19]([NH:22][CH:44]=[O:45])=[CH:18][CH:17]=2)=[CH:4][CH:3]=1)=[O:40]. (3) Given the reactants O.[NH2:2][C:3]1[CH:8]=[C:7]([OH:9])[N:6]=[C:5]([SH:10])[N:4]=1.[OH-].[Na+].O.Cl.Cl[CH2:16][C:17]1[N:18]=[C:19]([CH3:22])[S:20][CH:21]=1, predict the reaction product. The product is: [NH2:2][C:3]1[N:4]=[C:5]([S:10][CH2:16][C:17]2[N:18]=[C:19]([CH3:22])[S:20][CH:21]=2)[NH:6][C:7](=[O:9])[CH:8]=1. (4) Given the reactants Br[C:2]1[CH:6]=[C:5]([CH:7]([O:11][CH2:12][CH3:13])[O:8][CH2:9][CH3:10])[S:4][C:3]=1[N+:14]([O-:16])=[O:15].[CH3:17][OH:18].C[O-].[Na+], predict the reaction product. The product is: [CH2:9]([O:8][CH:7]([O:11][CH2:12][CH3:13])[C:5]1[S:4][C:3]([N+:14]([O-:16])=[O:15])=[C:2]([O:18][CH3:17])[CH:6]=1)[CH3:10]. (5) Given the reactants [C:1](Cl)(=[O:3])[CH3:2].[CH:5]([O:8][C:9]1[CH:14]=[CH:13][C:12]([C:15]([N:17]2[CH2:22][CH2:21][C:20]3([NH:27][CH2:26][CH2:25][N:24]4[C:28]([C:31]([F:34])([F:33])[F:32])=[CH:29][CH:30]=[C:23]34)[CH2:19][CH2:18]2)=[O:16])=[CH:11][C:10]=1[O:35][CH3:36])([CH3:7])[CH3:6], predict the reaction product. The product is: [CH:5]([O:8][C:9]1[CH:14]=[CH:13][C:12]([C:15]([N:17]2[CH2:18][CH2:19][C:20]3([N:27]([C:1](=[O:3])[CH3:2])[CH2:26][CH2:25][N:24]4[C:28]([C:31]([F:34])([F:33])[F:32])=[CH:29][CH:30]=[C:23]34)[CH2:21][CH2:22]2)=[O:16])=[CH:11][C:10]=1[O:35][CH3:36])([CH3:7])[CH3:6]. (6) Given the reactants P(Cl)(Cl)(Cl)=O.CN(C)[CH:8]=[O:9].[CH3:11][CH:12]1[CH2:21][CH2:20][CH:19]([CH3:22])[C:18]2[N:17]=[CH:16][CH:15]=[CH:14][C:13]1=2.C(=O)(O)[O-].[Na+], predict the reaction product. The product is: [CH3:11][CH:12]1[CH2:21][CH2:20][CH:19]([CH3:22])[C:18]2[NH:17][CH:16]([CH:8]=[O:9])[CH:15]=[CH:14][C:13]1=2. (7) The product is: [Cl:1][C:2]1[C:3]([N:11]2[CH2:16][CH2:15][N:14]([CH2:17][CH2:18][CH2:19][N:20]3[C:28]4[CH2:27][CH2:26][N:25]([S:29]([CH3:32])(=[O:30])=[O:31])[CH2:24][C:23]=4[C:22]([C:33]4[CH:34]=[CH:35][C:36]([C:39]([F:40])([F:41])[F:42])=[CH:37][CH:38]=4)=[N:21]3)[CH2:13][CH2:12]2)=[C:4]([NH2:8])[CH:5]=[CH:6][CH:7]=1. Given the reactants [Cl:1][C:2]1[CH:7]=[CH:6][CH:5]=[C:4]([N+:8]([O-])=O)[C:3]=1[N:11]1[CH2:16][CH2:15][N:14]([CH2:17][CH2:18][CH2:19][N:20]2[C:28]3[CH2:27][CH2:26][N:25]([S:29]([CH3:32])(=[O:31])=[O:30])[CH2:24][C:23]=3[C:22]([C:33]3[CH:38]=[CH:37][C:36]([C:39]([F:42])([F:41])[F:40])=[CH:35][CH:34]=3)=[N:21]2)[CH2:13][CH2:12]1.C(O)(=O)C, predict the reaction product. (8) Given the reactants [H-].[Na+].[OH:3][C:4]1[C:5]([CH:10]=O)=[N:6][CH:7]=[CH:8][CH:9]=1.C(OP(OCC)([C:17](=[CH2:21])[C:18]([OH:20])=[O:19])=O)C.[NH4+].[Cl-].[CH2:27]1COC[CH2:28]1, predict the reaction product. The product is: [O:3]1[C:4]2[C:5](=[N:6][CH:7]=[CH:8][CH:9]=2)[CH:10]=[C:17]([C:18]([O:20][CH2:27][CH3:28])=[O:19])[CH2:21]1. (9) The product is: [C:3]1([CH:9]([NH:16][C@@H:17]([C@H:25]2[CH2:30][CH2:29][CH2:28][CH:27]([OH:31])[CH2:26]2)[C:18]([O:20][C:21]([CH3:24])([CH3:23])[CH3:22])=[O:19])[C:10]2[CH:15]=[CH:14][CH:13]=[CH:12][CH:11]=2)[CH:4]=[CH:5][CH:6]=[CH:7][CH:8]=1. Given the reactants [BH4-].[Na+].[C:3]1([C:9](=[N:16][C@@H:17]([C@H:25]2[CH2:30][CH2:29][CH2:28][C:27](=[O:31])[CH2:26]2)[C:18]([O:20][C:21]([CH3:24])([CH3:23])[CH3:22])=[O:19])[C:10]2[CH:15]=[CH:14][CH:13]=[CH:12][CH:11]=2)[CH:8]=[CH:7][CH:6]=[CH:5][CH:4]=1.O.C(OCC)(=O)C, predict the reaction product.